Dataset: Full USPTO retrosynthesis dataset with 1.9M reactions from patents (1976-2016). Task: Predict the reactants needed to synthesize the given product. (1) Given the product [O:39]=[C:14]1[NH:13][CH:12]([C:9]2[CH:10]=[CH:11][C:6]([O:5][CH2:4][C:3]([OH:40])=[O:2])=[CH:7][CH:8]=2)[C:16](=[O:17])[N:15]1[C@H:18]([C:27](=[O:38])[NH:28][C:29]1[S:30][CH:31]=[C:32]([C:34](=[O:37])[CH2:35][CH3:36])[N:33]=1)[C@H:19]([C:21]1[CH:26]=[CH:25][CH:24]=[CH:23][CH:22]=1)[CH3:20], predict the reactants needed to synthesize it. The reactants are: C[O:2][C:3](=[O:40])[CH2:4][O:5][C:6]1[CH:11]=[CH:10][C:9]([C@@H:12]2[C:16](=[O:17])[N:15]([C@H:18]([C:27](=[O:38])[NH:28][C:29]3[S:30][CH:31]=[C:32]([C:34](=[O:37])[CH2:35][CH3:36])[N:33]=3)[C@H:19]([C:21]3[CH:26]=[CH:25][CH:24]=[CH:23][CH:22]=3)[CH3:20])[C:14](=[O:39])[NH:13]2)=[CH:8][CH:7]=1.O.[OH-].[Li+]. (2) The reactants are: Cl[C:2]1[CH:11]=[CH:10][C:9]2[C:4](=[C:5]([NH:12][C:13]3[S:14][CH:15]=[C:16]([CH3:18])[N:17]=3)[N:6]=[CH:7][CH:8]=2)[N:3]=1.[CH2:19]([Zn]CC)[CH3:20].CCCCCC. Given the product [CH2:19]([C:2]1[CH:11]=[CH:10][C:9]2[C:4](=[C:5]([NH:12][C:13]3[S:14][CH:15]=[C:16]([CH3:18])[N:17]=3)[N:6]=[CH:7][CH:8]=2)[N:3]=1)[CH3:20], predict the reactants needed to synthesize it.